This data is from Catalyst prediction with 721,799 reactions and 888 catalyst types from USPTO. The task is: Predict which catalyst facilitates the given reaction. (1) Reactant: [Cl:1][C:2]1[CH:8]=[C:7]([OH:9])[C:6]([CH3:10])=[CH:5][C:3]=1[NH2:4].C(=O)([O-])[O-].[K+].[K+].[Cl:17][C:18]1[CH:23]=[CH:22][C:21]([CH2:24][CH2:25][C:26]2[N:30]=[C:29](S(C3C=CC(C)=CC=3)(=O)=O)[S:28][N:27]=2)=[CH:20][CH:19]=1. Product: [Cl:1][C:2]1[CH:8]=[C:7]([O:9][C:29]2[S:28][N:27]=[C:26]([CH2:25][CH2:24][C:21]3[CH:22]=[CH:23][C:18]([Cl:17])=[CH:19][CH:20]=3)[N:30]=2)[C:6]([CH3:10])=[CH:5][C:3]=1[NH2:4]. The catalyst class is: 10. (2) Reactant: [CH3:1][N:2]1[C:7](=[O:8])[CH:6]=[C:5]([N:9]2[CH2:14][CH2:13][O:12][CH2:11][CH2:10]2)[N:4]=[C:3]1[CH2:15][C:16]([O-:18])=O.[Na+].[Cl:20][C:21]1[CH:29]=[CH:28][CH:27]=[C:26]2[C:22]=1[CH2:23][CH2:24][NH:25]2.Cl.CN(C)CCCN=C=NCC. Product: [Cl:20][C:21]1[CH:29]=[CH:28][CH:27]=[C:26]2[C:22]=1[CH2:23][CH2:24][N:25]2[C:16](=[O:18])[CH2:15][C:3]1[N:2]([CH3:1])[C:7](=[O:8])[CH:6]=[C:5]([N:9]2[CH2:10][CH2:11][O:12][CH2:13][CH2:14]2)[N:4]=1. The catalyst class is: 672. (3) Reactant: [N+:1]([C:4]1[CH:5]=[C:6]2[C:10](=[CH:11][CH:12]=1)[NH:9][CH2:8][CH2:7]2)([O-:3])=[O:2].[N:13]1([CH2:18][C:19](O)=[O:20])[CH:17]=[CH:16][CH:15]=[N:14]1.F[P-](F)(F)(F)(F)F.N1(O[P+](N2CCCC2)(N2CCCC2)N2CCCC2)C2C=CC=CC=2N=N1.C(N(C(C)C)CC)(C)C. Product: [N+:1]([C:4]1[CH:5]=[C:6]2[C:10](=[CH:11][CH:12]=1)[N:9]([C:19](=[O:20])[CH2:18][N:13]1[CH:17]=[CH:16][CH:15]=[N:14]1)[CH2:8][CH2:7]2)([O-:3])=[O:2]. The catalyst class is: 255. (4) Reactant: NN1CN=CS1.C(N(CC)CC)C.ClS([N:18]=[C:19]=O)(=O)=O.[F-].[CH2:22]([N+:26](CCCC)([CH2:31]CCC)[CH2:27]CCC)[CH2:23][CH2:24][CH3:25].O1CCCC1. Product: [CH3:27][N:26]([C:22]1[CH:23]=[CH:24][CH:25]=[CH:19][N:18]=1)[CH3:31]. The catalyst class is: 154. (5) Reactant: [CH2:1]([N:3]([CH2:38][CH3:39])[CH2:4][CH2:5][CH2:6][NH:7][C:8]1[N:9]=[C:10]([C:27]2[CH:28]=[C:29]([CH:33]=[C:34]([F:37])[C:35]=2[CH3:36])[C:30]([OH:32])=O)[C:11]2[CH:17]=[CH:16][C:15](=[O:18])[N:14]([C:19]3[C:24]([F:25])=[CH:23][CH:22]=[CH:21][C:20]=3[F:26])[C:12]=2[N:13]=1)[CH3:2].CN(C(ON1N=NC2C=CC=CC1=2)=[N+](C)C)C.F[P-](F)(F)(F)(F)F.C(N(CC)CC)C.[F:71][C:72]1[CH:78]=[CH:77][C:75]([NH2:76])=[CH:74][CH:73]=1. Product: [CH2:38]([N:3]([CH2:1][CH3:2])[CH2:4][CH2:5][CH2:6][NH:7][C:8]1[N:9]=[C:10]([C:27]2[CH:28]=[C:29]([CH:33]=[C:34]([F:37])[C:35]=2[CH3:36])[C:30]([NH:76][C:75]2[CH:77]=[CH:78][C:72]([F:71])=[CH:73][CH:74]=2)=[O:32])[C:11]2[CH:17]=[CH:16][C:15](=[O:18])[N:14]([C:19]3[C:24]([F:25])=[CH:23][CH:22]=[CH:21][C:20]=3[F:26])[C:12]=2[N:13]=1)[CH3:39]. The catalyst class is: 3. (6) Reactant: Br[C:2]1[S:3][CH:4]=[C:5]([CH2:7][O:8][Si:9]([C:12]([CH3:15])([CH3:14])[CH3:13])([CH3:11])[CH3:10])[N:6]=1.C([Li])CCC.[O:21]1[CH2:26][CH2:25][C:24](=[O:27])[CH2:23][CH2:22]1.CC(C)=O.CCCCCC. Product: [Si:9]([O:8][CH2:7][C:5]1[N:6]=[C:2]([C:24]2([OH:27])[CH2:25][CH2:26][O:21][CH2:22][CH2:23]2)[S:3][CH:4]=1)([C:12]([CH3:15])([CH3:14])[CH3:13])([CH3:11])[CH3:10]. The catalyst class is: 1. (7) Reactant: Cl[C:2]1[N:7]=[C:6]([N:8]2[CH2:12][CH2:11][CH2:10][CH2:9]2)[C:5]([N+:13]([O-:15])=[O:14])=[CH:4][CH:3]=1.C(N(CC)CC)C.[NH2:23][CH2:24][C:25]1[CH:26]=[CH:27][C:28]([Cl:31])=[N:29][CH:30]=1.C([O-])(O)=O.[Na+]. Product: [Cl:31][C:28]1[N:29]=[CH:30][C:25]([CH2:24][NH:23][C:2]2[CH:3]=[CH:4][C:5]([N+:13]([O-:15])=[O:14])=[C:6]([N:8]3[CH2:12][CH2:11][CH2:10][CH2:9]3)[N:7]=2)=[CH:26][CH:27]=1. The catalyst class is: 16. (8) Reactant: [NH:1]([C:8]([NH:10][C:11]1[CH:16]=[CH:15][C:14]([C:17]2[CH:22]=[CH:21][C:20]([C:23]([C@@H:25]3[CH2:29][CH2:28][CH2:27][C@H:26]3[C:30]([OH:32])=O)=[O:24])=[CH:19][CH:18]=2)=[CH:13][CH:12]=1)=[O:9])[C:2]1[CH:7]=[CH:6][CH:5]=[CH:4][CH:3]=1.CN.Cl.[CH2:36]([N:38]=C=NCCCN(C)C)C.O.ON1C2C=CC=CC=2N=N1.CN1CCOCC1. Product: [NH:1]([C:8]([NH:10][C:11]1[CH:12]=[CH:13][C:14]([C:17]2[CH:18]=[CH:19][C:20]([C:23]([C@@H:25]3[CH2:29][CH2:28][CH2:27][C@H:26]3[C:30]([NH:38][CH3:36])=[O:32])=[O:24])=[CH:21][CH:22]=2)=[CH:15][CH:16]=1)=[O:9])[C:2]1[CH:3]=[CH:4][CH:5]=[CH:6][CH:7]=1. The catalyst class is: 9. (9) Reactant: Cl.FC1C=C(C=CC=1)CN1C=C(C2C3C(=NC=C(C4C=CC(C5CCNCC5)=CC=4)C=3)N(S(C3C=CC(C)=CC=3)(=O)=O)C=2)C=N1.[F:46][C:47]1[CH:48]=[C:49]([CH:93]=[CH:94][CH:95]=1)[CH2:50][N:51]1[C:55]([CH3:56])=[C:54]([C:57]2[C:65]3[C:60](=[N:61][CH:62]=[C:63]([C:66]4[CH:67]=[C:68]([O:80][CH3:81])[C:69]([NH:72][C:73](=[O:79])[O:74][C:75]([CH3:78])([CH3:77])[CH3:76])=[N:70][CH:71]=4)[CH:64]=3)[N:59](S(C3C=CC(C)=CC=3)(=O)=O)[CH:58]=2)[C:53]([CH3:92])=[N:52]1.[OH-].[Li+]. Product: [F:46][C:47]1[CH:48]=[C:49]([CH:93]=[CH:94][CH:95]=1)[CH2:50][N:51]1[C:55]([CH3:56])=[C:54]([C:57]2[C:65]3[C:60](=[N:61][CH:62]=[C:63]([C:66]4[CH:67]=[C:68]([O:80][CH3:81])[C:69]([NH:72][C:73](=[O:79])[O:74][C:75]([CH3:78])([CH3:77])[CH3:76])=[N:70][CH:71]=4)[CH:64]=3)[NH:59][CH:58]=2)[C:53]([CH3:92])=[N:52]1. The catalyst class is: 87.